From a dataset of Forward reaction prediction with 1.9M reactions from USPTO patents (1976-2016). Predict the product of the given reaction. (1) Given the reactants [CH3:1][C:2]1[CH:7]=[C:6]([O:8][CH2:9][C:10]2([C:14]([OH:16])=[O:15])[CH2:13][CH2:12][CH2:11]2)[N:5]=[CH:4][C:3]=1[C:17]1[CH:18]=[N:19][C:20]([C:23]2[N:24](COCC[Si](C)(C)C)[CH:25]=[C:26]([C:28]([F:31])([F:30])[F:29])[N:27]=2)=[CH:21][CH:22]=1, predict the reaction product. The product is: [CH3:1][C:2]1[CH:7]=[C:6]([O:8][CH2:9][C:10]2([C:14]([OH:16])=[O:15])[CH2:13][CH2:12][CH2:11]2)[N:5]=[CH:4][C:3]=1[C:17]1[CH:18]=[N:19][C:20]([C:23]2[NH:27][C:26]([C:28]([F:30])([F:29])[F:31])=[CH:25][N:24]=2)=[CH:21][CH:22]=1. (2) The product is: [CH:32]([N:31]1[C:30]([C:35]2[CH:40]=[CH:39][N:38]=[C:37]([NH:41][C:42]3[CH:47]=[N:46][C:45]([C:48]([N:51]4[CH2:56][CH2:55][O:54][CH2:53][CH2:52]4)=[O:49])=[CH:44][CH:43]=3)[N:36]=2)=[CH:29][N:28]=[C:27]1[CH3:26])([CH3:33])[CH3:34]. Given the reactants CN(C(ON1N=NC2C=CC=CC1=2)=[N+](C)C)C.F[P-](F)(F)(F)(F)F.[Li].[CH3:26][C:27]1[N:31]([CH:32]([CH3:34])[CH3:33])[C:30]([C:35]2[CH:40]=[CH:39][N:38]=[C:37]([NH:41][C:42]3[CH:43]=[CH:44][C:45]([C:48](O)=[O:49])=[N:46][CH:47]=3)[N:36]=2)=[CH:29][N:28]=1.[NH:51]1[CH2:56][CH2:55][O:54][CH2:53][CH2:52]1.CCN(C(C)C)C(C)C, predict the reaction product. (3) Given the reactants [Cl:1][C:2]1[CH:26]=[CH:25][C:5]([C:6]([NH:8][CH:9]([C:19]2[CH:24]=[CH:23][CH:22]=[CH:21][CH:20]=2)[CH2:10][NH:11]C(=O)OC(C)(C)C)=[O:7])=[CH:4][C:3]=1[NH:27][C:28]([C:30]1[C:39](=[O:40])[NH:38][C:33]2[N:34]=[CH:35][N:36]=[CH:37][C:32]=2[CH:31]=1)=[O:29].Cl.N1C2C=CC=NC=2C=NC=1, predict the reaction product. The product is: [ClH:1].[NH2:11][CH2:10][CH:9]([NH:8][C:6]([C:5]1[CH:25]=[CH:26][C:2]([Cl:1])=[C:3]([NH:27][C:28]([C:30]2[C:39](=[O:40])[NH:38][C:33]3[N:34]=[CH:35][N:36]=[CH:37][C:32]=3[CH:31]=2)=[O:29])[CH:4]=1)=[O:7])[C:19]1[CH:20]=[CH:21][CH:22]=[CH:23][CH:24]=1.